Dataset: Catalyst prediction with 721,799 reactions and 888 catalyst types from USPTO. Task: Predict which catalyst facilitates the given reaction. (1) Reactant: B(Br)(Br)Br.C[O:6][C:7]1[CH:8]=[C:9]([S:13][C:14]2[C:22]3[C:21](=[O:23])[N:20]([CH3:24])[C:19](=[O:25])[N:18]([CH2:26][CH:27]([CH3:29])[CH3:28])[C:17]=3[S:16][C:15]=2[CH2:30][C:31]2[C:40]3[C:35](=[CH:36][CH:37]=[CH:38][CH:39]=3)[CH:34]=[CH:33][CH:32]=2)[CH:10]=[CH:11][CH:12]=1.C(=O)([O-])O.[Na+]. Product: [CH3:30][CH2:15][CH2:14][CH:22]([CH3:21])[CH3:17].[OH:6][C:7]1[CH:8]=[C:9]([S:13][C:14]2[C:22]3[C:21](=[O:23])[N:20]([CH3:24])[C:19](=[O:25])[N:18]([CH2:26][CH:27]([CH3:28])[CH3:29])[C:17]=3[S:16][C:15]=2[CH2:30][C:31]2[C:40]3[C:35](=[CH:36][CH:37]=[CH:38][CH:39]=3)[CH:34]=[CH:33][CH:32]=2)[CH:10]=[CH:11][CH:12]=1. The catalyst class is: 4. (2) Reactant: F[C:2]1[CH:7]=[CH:6][C:5]([C:8]2[C:13]([C:14]3[CH:15]=[C:16]4[C:20](=[CH:21][CH:22]=3)[NH:19][N:18]=[CH:17]4)=[CH:12][CH:11]=[CH:10][N:9]=2)=[CH:4][C:3]=1C.C1(P(C2CCCCC2)C2C=CC=CC=2C2C(C(C)C)=CC(C(C)C)=CC=2C(C)C)CCCCC1.[Br-].CC1[N:65]=C([Zn+])C=CC=1. Product: [CH3:4][C:3]1[N:65]=[C:5]([C:8]2[C:13]([C:14]3[CH:15]=[C:16]4[C:20](=[CH:21][CH:22]=3)[NH:19][N:18]=[CH:17]4)=[CH:12][CH:11]=[CH:10][N:9]=2)[CH:6]=[CH:7][CH:2]=1. The catalyst class is: 110.